Dataset: Catalyst prediction with 721,799 reactions and 888 catalyst types from USPTO. Task: Predict which catalyst facilitates the given reaction. (1) Reactant: [C:1]([O:5][C:6](=[O:35])[CH2:7][CH2:8][C:9]1[CH:14]=[CH:13][C:12]([O:15][Si:16]([C:29]([CH3:32])([CH3:31])[CH3:30])([C:23]2[CH:28]=[CH:27][CH:26]=[CH:25][CH:24]=2)[C:17]2[CH:22]=[CH:21][CH:20]=[CH:19][CH:18]=2)=[CH:11][C:10]=1[CH2:33]O)([CH3:4])([CH3:3])[CH3:2].C1(P(C2C=CC=CC=2)C2C=CC=CC=2)C=CC=CC=1.C(Br)(Br)(Br)[Br:56]. Product: [C:1]([O:5][C:6](=[O:35])[CH2:7][CH2:8][C:9]1[CH:14]=[CH:13][C:12]([O:15][Si:16]([C:29]([CH3:32])([CH3:31])[CH3:30])([C:23]2[CH:28]=[CH:27][CH:26]=[CH:25][CH:24]=2)[C:17]2[CH:22]=[CH:21][CH:20]=[CH:19][CH:18]=2)=[CH:11][C:10]=1[CH2:33][Br:56])([CH3:4])([CH3:3])[CH3:2]. The catalyst class is: 1. (2) Reactant: [Cl:1][CH2:2][C:3]1[O:7][N:6]=[C:5]([C@@:8]([CH:16]2[CH2:21][CH2:20][CH2:19][CH2:18][CH2:17]2)([C:10]2[CH:15]=[CH:14][CH:13]=[CH:12][CH:11]=2)[OH:9])[CH:4]=1.[F:22][C:23]1[CH:24]=[C:25]([CH:35]=[CH:36][CH:37]=1)[O:26][C@@H:27]1[CH:32]2[CH2:33][CH2:34][N:29]([CH2:30][CH2:31]2)[CH2:28]1. Product: [Cl-:1].[CH:16]1([C@@:8]([OH:9])([C:10]2[CH:15]=[CH:14][CH:13]=[CH:12][CH:11]=2)[C:5]2[CH:4]=[C:3]([CH2:2][N+:29]34[CH2:30][CH2:31][CH:32]([CH2:33][CH2:34]3)[C@@H:27]([O:26][C:25]3[CH:35]=[CH:36][CH:37]=[C:23]([F:22])[CH:24]=3)[CH2:28]4)[O:7][N:6]=2)[CH2:21][CH2:20][CH2:19][CH2:18][CH2:17]1. The catalyst class is: 10.